Dataset: Peptide-MHC class II binding affinity with 134,281 pairs from IEDB. Task: Regression. Given a peptide amino acid sequence and an MHC pseudo amino acid sequence, predict their binding affinity value. This is MHC class II binding data. (1) The peptide sequence is VQDPKFWELVDEERK. The MHC is HLA-DQA10201-DQB10301 with pseudo-sequence HLA-DQA10201-DQB10301. The binding affinity (normalized) is 0.192. (2) The peptide sequence is ELQLKDGRRIVVPCR. The MHC is HLA-DQA10303-DQB10402 with pseudo-sequence HLA-DQA10303-DQB10402. The binding affinity (normalized) is 0.281.